Task: Predict the reactants needed to synthesize the given product.. Dataset: Full USPTO retrosynthesis dataset with 1.9M reactions from patents (1976-2016) (1) Given the product [ClH:27].[Cl:27][C:23]1[CH:24]=[CH:25][CH:26]=[C:21]2[C:22]=1[CH:28]=[C:30]([CH2:31][CH2:9][N:5]1[CH2:6][CH2:7][CH2:8][C@@H:4]1[CH2:3][O:2][CH3:1])[NH:19][C:20]2=[O:29], predict the reactants needed to synthesize it. The reactants are: [CH3:1][O:2][CH2:3][C@H:4]1[CH2:8][CH2:7][CH2:6][N:5]1[CH2:9]CC(N(OC)C)=O.C([N:19]([CH2:30][CH3:31])[C:20](=[O:29])[C:21]1[CH:26]=[CH:25][CH:24]=[C:23]([Cl:27])[C:22]=1[CH3:28])C. (2) Given the product [CH3:30][O:29][C:28]([NH:27][C@@H:23]([CH:24]([CH3:26])[CH3:25])[C:22]([N:14]1[C@H:13]([C:11]2[NH:12][C:8]([C:5]3[CH:6]=[CH:7][C:2]([C:57]4[CH:58]=[C:59]5[C:79](=[CH:80][CH:81]=4)[C:63]4[NH:64][C:65]([C@@H:67]6[CH2:71][CH2:70][CH2:69][N:68]6[C:72]([O:74][C:75]([CH3:77])([CH3:78])[CH3:76])=[O:73])=[N:66][C:62]=4[CH:61]=[CH:60]5)=[CH:3][CH:4]=3)=[CH:9][N:10]=2)[CH2:21][C:16]2([O:20][CH2:19][CH2:18][O:17]2)[CH2:15]1)=[O:32])=[O:31], predict the reactants needed to synthesize it. The reactants are: Br[C:2]1[CH:7]=[CH:6][C:5]([C:8]2[NH:12][C:11]([C@@H:13]3[CH2:21][C:16]4([O:20][CH2:19][CH2:18][O:17]4)[CH2:15][N:14]3[C:22](=[O:32])[C@@H:23]([NH:27][C:28](=[O:31])[O:29][CH3:30])[CH:24]([CH3:26])[CH3:25])=[N:10][CH:9]=2)=[CH:4][CH:3]=1.B1(B2OC(C)(C)C(C)(C)O2)OC(C)(C)C(C)(C)O1.C([O-])(=O)C.[K+].Br[C:57]1[CH:58]=[C:59]2[C:79](=[CH:80][CH:81]=1)[C:63]1[NH:64][C:65]([C@@H:67]3[CH2:71][CH2:70][CH2:69][N:68]3[C:72]([O:74][C:75]([CH3:78])([CH3:77])[CH3:76])=[O:73])=[N:66][C:62]=1[CH:61]=[CH:60]2.C([O-])([O-])=O.[K+].[K+]. (3) Given the product [F:85][C:86]1[N:91]=[CH:90][C:89]([C:92]2[CH2:97][CH2:96][C@@H:95]([N:98]3[CH:102]([C:103]4[CH:108]=[CH:107][CH:106]=[CH:105][CH:104]=4)[C:101]([CH3:110])([CH3:109])[O:100][C:99]3=[O:111])[CH2:94][CH:93]=2)=[CH:88][C:87]=1[C:112]1[N:113]=[CH:114][CH:115]=[CH:116][N:117]=1, predict the reactants needed to synthesize it. The reactants are: FC(F)(F)S(OC1CC[C@@H](N2C(C3C=CC=CC=3)C(C)(C)OC2=O)CC=1)(=O)=O.FC(F)(F)S(OC1CC[C@H](N2C(C3C=CC=CC=3)C(C)(C)OC2=O)CC=1)(=O)=O.FC1C(C2N=CC=CN=2)=CC(B2OC(C)(C)C(C)(C)O2)=CN=1.C(=O)([O-])[O-].[Na+].[Na+].[F:85][C:86]1[N:91]=[CH:90][C:89]([C:92]2[CH2:97][CH2:96][C@H:95]([N:98]3[CH:102]([C:103]4[CH:108]=[CH:107][CH:106]=[CH:105][CH:104]=4)[C:101]([CH3:110])([CH3:109])[O:100][C:99]3=[O:111])[CH2:94][CH:93]=2)=[CH:88][C:87]=1[C:112]1[N:117]=[CH:116][CH:115]=[CH:114][N:113]=1. (4) Given the product [ClH:36].[ClH:36].[CH3:1][C:2]1[N:7]=[C:6]([C:8]2[C:9](=[O:35])[NH:10][C:11](=[O:34])[N:12]([CH2:14][CH2:15][CH2:16][CH2:17][N:18]3[CH2:23][C@H:22]4[C@:20]([C:24]5[CH:25]=[CH:26][C:27]([C:30]([F:31])([F:33])[F:32])=[CH:28][CH:29]=5)([CH2:21]4)[CH2:19]3)[CH:13]=2)[CH:5]=[CH:4][CH:3]=1, predict the reactants needed to synthesize it. The reactants are: [CH3:1][C:2]1[N:7]=[C:6]([C:8]2[C:9](=[O:35])[NH:10][C:11](=[O:34])[N:12]([CH2:14][CH2:15][CH2:16][CH2:17][N:18]3[CH2:23][C@H:22]4[C@:20]([C:24]5[CH:29]=[CH:28][C:27]([C:30]([F:33])([F:32])[F:31])=[CH:26][CH:25]=5)([CH2:21]4)[CH2:19]3)[CH:13]=2)[CH:5]=[CH:4][CH:3]=1.[ClH:36].O1CCOCC1. (5) Given the product [NH2:1][C:4]1[CH:9]=[CH:8][C:7]([C:10]2[CH:15]=[CH:14][C:13]([C:16]([F:18])([F:19])[F:17])=[CH:12][CH:11]=2)=[CH:6][C:5]=1[O:20][CH2:21][CH2:22][C:23]([OH:25])=[O:24], predict the reactants needed to synthesize it. The reactants are: [N+:1]([C:4]1[CH:9]=[CH:8][C:7]([C:10]2[CH:15]=[CH:14][C:13]([C:16]([F:19])([F:18])[F:17])=[CH:12][CH:11]=2)=[CH:6][C:5]=1[O:20][CH2:21][CH2:22][C:23]([OH:25])=[O:24])([O-])=O.[H][H]. (6) Given the product [CH2:18]([O:22][C:23](=[O:26])[CH:24]([NH:1][C:2]1[CH:3]=[C:4]2[C:8](=[CH:9][CH:10]=1)[NH:7][N:6]=[CH:5]2)[CH2:24][C:23]([O:22][C:18]([CH3:21])([CH3:20])[CH3:19])=[O:26])[CH3:19], predict the reactants needed to synthesize it. The reactants are: [NH2:1][C:2]1[CH:3]=[C:4]2[C:8](=[CH:9][CH:10]=1)[NH:7][N:6]=[CH:5]2.S([O-])([O-])(=O)=O.[Mg+2].[Cl-].[C:18]([O:22][C:23](=[O:26])[CH2:24][Zn+])([CH3:21])([CH3:20])[CH3:19]. (7) Given the product [CH3:29][C:30]([CH3:47])([CH3:46])[C@@H:31]([C:43]([N:5]1[CH2:6][C@@H:1]2[CH2:7][C@H:4]1[CH2:3][N:2]2[C:8]([O:10][C:11]([CH3:14])([CH3:13])[CH3:12])=[O:9])=[O:44])[NH2:32], predict the reactants needed to synthesize it. The reactants are: [C@H:1]12[CH2:7][C@H:4]([NH:5][CH2:6]1)[CH2:3][N:2]2[C:8]([O:10][C:11]([CH3:14])([CH3:13])[CH3:12])=[O:9].C(Cl)CCl.C1C=CC2N(O)N=NC=2C=1.[CH3:29][C:30]([CH3:47])([CH3:46])[C@@H:31]([C:43](O)=[O:44])[NH:32]C(OCC1C=CC=CC=1)=O.CN1CCOCC1.C([O-])=O.[NH4+].